The task is: Predict the reactants needed to synthesize the given product.. This data is from Full USPTO retrosynthesis dataset with 1.9M reactions from patents (1976-2016). (1) Given the product [CH2:1]([O:3][C:4]([C:6]1[CH:7]=[C:8]2[C:13](=[CH:14][CH:15]=1)[NH:12][CH:11]([C:16]1[CH:21]=[CH:20][CH:19]=[C:18]([NH:22][C:23]([C:26](=[O:27])[NH:34][CH:31]([CH3:33])[CH3:32])([CH3:25])[CH3:24])[CH:17]=1)[C:10]([CH3:29])([CH3:30])[CH2:9]2)=[O:5])[CH3:2], predict the reactants needed to synthesize it. The reactants are: [CH2:1]([O:3][C:4]([C:6]1[CH:7]=[C:8]2[C:13](=[CH:14][CH:15]=1)[NH:12][CH:11]([C:16]1[CH:21]=[CH:20][CH:19]=[C:18]([NH:22][C:23]([C:26](O)=[O:27])([CH3:25])[CH3:24])[CH:17]=1)[C:10]([CH3:30])([CH3:29])[CH2:9]2)=[O:5])[CH3:2].[CH:31]([NH2:34])([CH3:33])[CH3:32].CN(C(ON1N=NC2C=CC=NC1=2)=[N+](C)C)C.F[P-](F)(F)(F)(F)F.C(N(CC)CC)C. (2) Given the product [F:22][C:18]([F:23])([O:17][C:14]1[CH:13]=[CH:12][C:11]([N:8]2[CH2:9][CH2:10][N:5]([S:2]([CH2:1][C:36]([CH:38]3[CH2:43][CH2:42][O:41][CH2:40][CH2:39]3)=[O:35])(=[O:3])=[O:4])[CH2:6][CH2:7]2)=[CH:16][CH:15]=1)[CH:19]([F:21])[F:20], predict the reactants needed to synthesize it. The reactants are: [CH3:1][S:2]([N:5]1[CH2:10][CH2:9][N:8]([C:11]2[CH:16]=[CH:15][C:14]([O:17][C:18]([F:23])([F:22])[CH:19]([F:21])[F:20])=[CH:13][CH:12]=2)[CH2:7][CH2:6]1)(=[O:4])=[O:3].C[Si]([N-][Si](C)(C)C)(C)C.[Li+].C[O:35][C:36]([CH:38]1[CH2:43][CH2:42][O:41][CH2:40][CH2:39]1)=O. (3) Given the product [NH2:1][CH:4]1[C:13]2[N:12]=[CH:11][CH:10]=[CH:9][C:8]=2[CH2:7][CH2:6][CH2:5]1, predict the reactants needed to synthesize it. The reactants are: [N:1]([CH:4]1[C:13]2[N:12]=[CH:11][CH:10]=[CH:9][C:8]=2[CH2:7][CH2:6][CH2:5]1)=[N+]=[N-]. (4) Given the product [OH:8][C:9]1[C:14]([I:15])=[CH:13][N:12]=[C:11]([NH:16][C:17]2[CH:18]=[CH:19][C:20]([C:21]([NH2:23])=[O:22])=[CH:24][CH:25]=2)[N:10]=1, predict the reactants needed to synthesize it. The reactants are: C([O:8][C:9]1[C:14]([I:15])=[CH:13][N:12]=[C:11]([NH:16][C:17]2[CH:25]=[CH:24][C:20]([C:21]([NH2:23])=[O:22])=[CH:19][CH:18]=2)[N:10]=1)C1C=CC=CC=1.FC(F)(F)C(O)=O. (5) Given the product [Cl:35][C:36]1[CH:41]=[C:40]([Cl:42])[CH:39]=[CH:38][C:37]=1[CH2:43][NH:44][C:13]([CH:4]1[C:5]2[C:10](=[CH:9][CH:8]=[CH:7][CH:6]=2)[C:11](=[O:12])[N:3]1[CH2:1][CH3:2])=[O:15], predict the reactants needed to synthesize it. The reactants are: [CH2:1]([N:3]1[C:11](=[O:12])[C:10]2[C:5](=[CH:6][CH:7]=[CH:8][CH:9]=2)[CH:4]1[C:13]([OH:15])=O)[CH3:2].ON1C2C=CC=CC=2N=N1.C(N(C(C)C)CC)(C)C.[Cl:35][C:36]1[CH:41]=[C:40]([Cl:42])[CH:39]=[CH:38][C:37]=1[CH2:43][NH2:44].F[P-](F)(F)(F)(F)F.N1(OC(N(C)C)=[N+](C)C)C2N=CC=CC=2N=N1. (6) Given the product [CH2:27]([O:19][C:17]1[CH:16]=[CH:15][C:14]([CH2:20][CH2:21][C:22]([O:24][CH2:25][CH3:26])=[O:23])=[C:13]([O:12][C:3]2[C:2]([Cl:1])=[CH:7][C:6]([C:8]([F:9])([F:11])[F:10])=[CH:5][N:4]=2)[CH:18]=1)[CH2:28][CH2:29][CH3:30], predict the reactants needed to synthesize it. The reactants are: [Cl:1][C:2]1[C:3]([O:12][C:13]2[CH:18]=[C:17]([OH:19])[CH:16]=[CH:15][C:14]=2[CH2:20][CH2:21][C:22]([O:24][CH2:25][CH3:26])=[O:23])=[N:4][CH:5]=[C:6]([C:8]([F:11])([F:10])[F:9])[CH:7]=1.[CH2:27](O)[CH2:28][CH2:29][CH3:30].C(P(CCCC)CCCC)CCC.N(C(N1CCCCC1)=O)=NC(N1CCCCC1)=O. (7) The reactants are: [C:1]1([CH3:21])[CH:6]=[CH:5][C:4]([S:7][CH2:8][CH2:9][C:10]([C:12]2[CH:20]=[CH:19][C:15]([C:16]([OH:18])=[O:17])=[CH:14][CH:13]=2)=[O:11])=[CH:3][CH:2]=1.[OH:22]OS([O-])=O.[K+].[OH2:28]. Given the product [S:7]([CH2:8][CH2:9][C:10]([C:12]1[CH:13]=[CH:14][C:15]([C:16]([OH:18])=[O:17])=[CH:19][CH:20]=1)=[O:11])([C:4]1[CH:3]=[CH:2][C:1]([CH3:21])=[CH:6][CH:5]=1)(=[O:22])=[O:28], predict the reactants needed to synthesize it.